Task: Predict the product of the given reaction.. Dataset: Forward reaction prediction with 1.9M reactions from USPTO patents (1976-2016) (1) The product is: [NH2:45][C:40]1[CH:41]=[CH:42][CH:43]=[CH:44][C:39]=1[S:36]([NH:35][CH2:34][C:33]1[CH:32]=[CH:31][C:30]([O:29][CH3:28])=[CH:49][CH:48]=1)(=[O:37])=[O:38]. Given the reactants C(OC(=O)C1C=CC(CNS(C2C=CC=CC=2[N+]([O-])=O)(=O)=O)=CC=1)(C)(C)C.[CH3:28][O:29][C:30]1[CH:49]=[CH:48][C:33]([CH2:34][NH:35][S:36]([C:39]2[CH:44]=[CH:43][CH:42]=[CH:41][C:40]=2[N+:45]([O-])=O)(=[O:38])=[O:37])=[CH:32][CH:31]=1, predict the reaction product. (2) Given the reactants [CH3:1][C:2]1[N:3]=[CH:4][C:5]([C:8](=[O:10])[CH3:9])=[N:6][CH:7]=1.N1C(C)=CC=CC=1C.FC(F)(F)S(O[Si](C)(C)C)(=O)=O.[Br:31]N1C(=O)CCC1=O, predict the reaction product. The product is: [Br:31][CH2:9][C:8]([C:5]1[CH:4]=[N:3][C:2]([CH3:1])=[CH:7][N:6]=1)=[O:10].